From a dataset of Experimentally validated miRNA-target interactions with 360,000+ pairs, plus equal number of negative samples. Binary Classification. Given a miRNA mature sequence and a target amino acid sequence, predict their likelihood of interaction. (1) The miRNA is hsa-miR-19a-3p with sequence UGUGCAAAUCUAUGCAAAACUGA. The protein sequence of the target gene is MSGGSADYNREHGGPEGMDPDGVIESNWNEIVDNFDDMNLKESLLRGIYAYGFEKPSAIQQRAIIPCIKGYDVIAQAQSGTGKTATFAISILQQLEIEFKETQALVLAPTRELAQQIQKVILALGDYMGATCHACIGGTNVRNEMQKLQAEAPHIVVGTPGRVFDMLNRRYLSPKWIKMFVLDEADEMLSRGFKDQIYEIFQKLNTSIQVVLLSATMPTDVLEVTKKFMRDPIRILVKKEELTLEGIKQFYINVEREEWKLDTLCDLYETLTITQAVIFLNTRRKVDWLTEKMHARDFTV.... Result: 1 (interaction). (2) The miRNA is hsa-miR-6817-3p with sequence UCUCUCUGACUCCAUGGCA. The protein sequence of the target gene is MCLSPVKGAKLILIFLFLGAVQSNALIVNLTDSKGTCLYAEWEMNFTITYETTNQTNKTITIAVPDKATHDGSSCGDDRNSAKIMIQFGFAVSWAVNFTKEASHYSIHDIVLSYNTSDSTVFPGAVAKGVHTVKNPENFKVPLDVIFKCNSVLTYNLTPVVQKYWGIHLQAFVQNGTVSKNEQVCEEDQTPTTVAPIIHTTAPSTTTTLTPTSTPTPTPTPTPTVGNYSIRNGNTTCLLATMGLQLNITEEKVPFIFNINPATTNFTGSCQPQSAQLRLNNSQIKYLDFIFAVKNEKRFY.... Result: 0 (no interaction).